Dataset: Full USPTO retrosynthesis dataset with 1.9M reactions from patents (1976-2016). Task: Predict the reactants needed to synthesize the given product. (1) Given the product [NH2:2][C:3]1[N:11]=[C:10]([O:12][CH2:13][CH2:14][CH2:15][CH3:16])[N:9]=[C:8]2[C:4]=1[NH:5][C:6](=[O:21])[N:7]2[CH2:17][CH2:18][CH2:19][NH:29][CH:26]1[CH2:27][CH2:28][N:23]([CH3:22])[CH2:24][CH2:25]1, predict the reactants needed to synthesize it. The reactants are: Cl.[NH2:2][C:3]1[N:11]=[C:10]([O:12][CH2:13][CH2:14][CH2:15][CH3:16])[N:9]=[C:8]2[C:4]=1[NH:5][C:6](=[O:21])[N:7]2[CH2:17][CH2:18][CH2:19]Br.[CH3:22][N:23]1[CH2:28][CH2:27][CH:26]([NH2:29])[CH2:25][CH2:24]1. (2) Given the product [Br:1][C:2]1[CH:7]=[C:6]([C:8]([N:38]2[CH2:45][CH2:44][CH:43]([C:47]3[CH:35]=[N:33][CH:32]=[CH:31][CH:30]=3)[CH2:42]2)=[O:10])[CH:5]=[CH:4][C:3]=1[C:11]1[CH:16]=[C:15]([C:17]([F:20])([F:19])[F:18])[CH:14]=[C:13]([C:21]([F:24])([F:23])[F:22])[CH:12]=1, predict the reactants needed to synthesize it. The reactants are: [Br:1][C:2]1[CH:7]=[C:6]([C:8]([OH:10])=O)[CH:5]=[CH:4][C:3]=1[C:11]1[CH:16]=[C:15]([C:17]([F:20])([F:19])[F:18])[CH:14]=[C:13]([C:21]([F:24])([F:23])[F:22])[CH:12]=1.CCN=C=N[CH2:30][CH2:31][CH2:32][N:33]([CH3:35])C.Cl.O[N:38]1[C:42]2[CH:43]=[CH:44][CH:45]=CC=2N=N1.[CH3:47]N(C=O)C. (3) Given the product [Br-:1].[CH:50]1([C:46]([OH:56])([C:40]2[CH:41]=[CH:42][CH:43]=[CH:44][CH:45]=2)[C:47]([O:21][C@@H:22]2[CH:27]3[CH2:28][CH2:29][N+:24]([CH2:30][C:31](=[O:39])[NH:32][C:33]4[CH:38]=[N:37][CH:36]=[CH:35][N:34]=4)([CH2:25][CH2:26]3)[CH2:23]2)=[O:48])[CH2:55][CH2:54][CH2:53][CH2:52][CH2:51]1, predict the reactants needed to synthesize it. The reactants are: [Br-:1].O[C@@H]1C2CC[N+](CC(=O)NC3C=CON=3)(CC2)C1.[Br-].[OH:21][C@@H:22]1[CH:27]2[CH2:28][CH2:29][N+:24]([CH2:30][C:31](=[O:39])[NH:32][C:33]3[CH:38]=[N:37][CH:36]=[CH:35][N:34]=3)([CH2:25][CH2:26]2)[CH2:23]1.[CH:40]1([C:46]([OH:56])([C:50]2[CH:55]=[CH:54][CH:53]=[CH:52][CH:51]=2)[C:47](O)=[O:48])[CH2:45][CH2:44][CH2:43][CH2:42][CH2:41]1. (4) Given the product [Cl:28][C:29]1[CH:30]=[C:31]([CH:41]([CH2:45][CH:46]2[CH2:47][CH2:48][CH2:49][CH2:50]2)[C:42]([NH:51][C:52]2[S:53][CH:54]=[CH:55][N:56]=2)=[O:43])[CH:32]=[CH:33][C:34]=1[N:35]1[C:39]([CH3:40])=[N:38][N:37]=[N:36]1, predict the reactants needed to synthesize it. The reactants are: C1(P(C2C=CC=CC=2)C2C=CC=CC=2)C=CC=CC=1.BrN1C(=O)CCC1=O.[Cl:28][C:29]1[CH:30]=[C:31]([CH:41]([CH2:45][CH:46]2[CH2:50][CH2:49][CH2:48][CH2:47]2)[C:42](O)=[O:43])[CH:32]=[CH:33][C:34]=1[N:35]1[C:39]([CH3:40])=[N:38][N:37]=[N:36]1.[NH2:51][C:52]1[S:53][CH:54]=[CH:55][N:56]=1. (5) Given the product [NH2:1][C:2]1[C:7]([N+:8]([O-:10])=[O:9])=[CH:6][CH:5]=[C:4]([O:13][CH3:12])[CH:3]=1, predict the reactants needed to synthesize it. The reactants are: [NH2:1][C:2]1[C:7]([N+:8]([O-:10])=[O:9])=[CH:6][CH:5]=[CH:4][C:3]=1O.[C:12](=O)([O-])[O-:13].[Cs+].[Cs+].CI. (6) Given the product [Cl:28][CH2:16][C:12]1[CH:11]=[C:10]([CH:15]=[CH:14][CH:13]=1)[O:9][CH2:8][CH2:7][N:4]1[CH2:5][CH2:6][O:1][CH2:2][CH2:3]1, predict the reactants needed to synthesize it. The reactants are: [O:1]1[CH2:6][CH2:5][N:4]([CH2:7][CH2:8][O:9][C:10]2[CH:11]=[C:12]([CH2:16]O)[CH:13]=[CH:14][CH:15]=2)[CH2:3][CH2:2]1.CC1C=CC(S([Cl:28])(=O)=O)=CC=1.[NH4+].[Cl-]. (7) Given the product [ClH:39].[NH2:8][C@@H:9]([CH2:25][CH2:26][CH2:27][NH:28][C:29]([O:31][CH2:32][C:33]1[CH:38]=[CH:37][CH:36]=[CH:35][C:34]=1[Cl:39])=[O:30])[C:10]([NH:12][C:13]1[CH:18]=[CH:17][CH:16]=[CH:15][C:14]=1[CH2:19][CH2:20][C:21]([O:23][CH3:24])=[O:22])=[O:11], predict the reactants needed to synthesize it. The reactants are: C(OC([NH:8][C@@H:9]([CH2:25][CH2:26][CH2:27][NH:28][C:29]([O:31][CH2:32][C:33]1[CH:38]=[CH:37][CH:36]=[CH:35][C:34]=1[Cl:39])=[O:30])[C:10]([NH:12][C:13]1[CH:18]=[CH:17][CH:16]=[CH:15][C:14]=1[CH2:19][CH2:20][C:21]([O:23][CH3:24])=[O:22])=[O:11])=O)(C)(C)C.Cl. (8) Given the product [Br:1][C:2]1[CH:7]=[CH:6][C:5]([C:8]2[O:15][N:12]=[C:10]([CH3:11])[CH:9]=2)=[CH:4][CH:3]=1, predict the reactants needed to synthesize it. The reactants are: [Br:1][C:2]1[CH:7]=[CH:6][C:5]([C:8](=[O:15])[CH:9]=[C:10]([N:12](C)C)[CH3:11])=[CH:4][CH:3]=1.[OH-].[NH4+].